From a dataset of Catalyst prediction with 721,799 reactions and 888 catalyst types from USPTO. Predict which catalyst facilitates the given reaction. (1) Reactant: [CH3:1][O:2][C:3]1[N:8]=[CH:7][C:6]([N:9]2[CH2:14][CH2:13][O:12][C:11]3[CH:15]=[N:16][C:17]([OH:19])=[CH:18][C:10]2=3)=[CH:5][C:4]=1[CH3:20].[H-].[Na+].[C:23]([O:27][C:28]([N:30]1[CH2:34][CH2:33][C@@H:32](OS(C)(=O)=O)[CH2:31]1)=[O:29])([CH3:26])([CH3:25])[CH3:24].C([O-])(O)=O.[Na+]. Product: [C:23]([O:27][C:28]([N:30]1[CH2:34][CH2:33][C@H:32]([O:19][C:17]2[N:16]=[CH:15][C:11]3[O:12][CH2:13][CH2:14][N:9]([C:6]4[CH:7]=[N:8][C:3]([O:2][CH3:1])=[C:4]([CH3:20])[CH:5]=4)[C:10]=3[CH:18]=2)[CH2:31]1)=[O:29])([CH3:26])([CH3:24])[CH3:25]. The catalyst class is: 3. (2) Reactant: [NH2:1][C:2]1[O:3][CH2:4][C@@:5]2([N:27]=1)[C:18]1[CH:17]=[C:16]([OH:19])[CH:15]=[C:14]([F:20])[C:13]=1[O:12][C:11]1[C:6]2=[CH:7][C:8]([C:21]2[CH:22]=[N:23][CH:24]=[N:25][CH:26]=2)=[CH:9][CH:10]=1.C(N(CC)CC)C.[F:35][C:36]([F:55])([F:54])[S:37](N(C1C=CC=CC=1)[S:37]([C:36]([F:55])([F:54])[F:35])(=[O:39])=[O:38])(=[O:39])=[O:38]. Product: [F:35][C:36]([F:55])([F:54])[S:37]([O:19][C:16]1[CH:17]=[C:18]2[C:13]([O:12][C:11]3[CH:10]=[CH:9][C:8]([C:21]4[CH:22]=[N:23][CH:24]=[N:25][CH:26]=4)=[CH:7][C:6]=3[C@:5]32[CH2:4][O:3][C:2]([NH2:1])=[N:27]3)=[C:14]([F:20])[CH:15]=1)(=[O:39])=[O:38]. The catalyst class is: 2. (3) Reactant: C(OC([NH:8][C:9]1[S:13][C:12]([C:14]2[C:19]([F:20])=[CH:18][CH:17]=[CH:16][C:15]=2[F:21])=[N:11][C:10]=1[C:22]([NH:24][C:25]1[C:26]([N:35]2[CH2:40][C@H:39]([CH3:41])[C@@H:38]([OH:42])[C@H:37]([NH:43]C(=O)OC(C)(C)C)[CH2:36]2)=[C:27]2[CH2:33][CH2:32][CH:31]([OH:34])[C:28]2=[N:29][CH:30]=1)=[O:23])=O)(C)(C)C.C(O)(C(F)(F)F)=O. Product: [NH2:8][C:9]1[S:13][C:12]([C:14]2[C:19]([F:20])=[CH:18][CH:17]=[CH:16][C:15]=2[F:21])=[N:11][C:10]=1[C:22]([NH:24][C:25]1[C:26]([N:35]2[CH2:40][C@H:39]([CH3:41])[C@@H:38]([OH:42])[C@H:37]([NH2:43])[CH2:36]2)=[C:27]2[CH2:33][CH2:32][CH:31]([OH:34])[C:28]2=[N:29][CH:30]=1)=[O:23]. The catalyst class is: 2. (4) The catalyst class is: 88. Product: [F:37][C:38]1[CH:39]=[C:40]([CH:67]=[C:68]([F:70])[CH:69]=1)[CH2:41][C@H:42]1[C@@H:46]([C@H:47]2[CH2:52][C@H:50]([OH:51])[CH2:49][N:48]2[CH:53]([C:54]2[CH:59]=[CH:58][CH:57]=[CH:56][CH:55]=2)[C:60]2[CH:65]=[CH:64][CH:63]=[CH:62][CH:61]=2)[O:45][C:44](=[O:66])[NH:43]1. Reactant: FC1C=C(C=C(F)C=1)C[C@H]1[C@@H]([C@H]2C[C@@H](OCC=C)CN2)OC(=O)N1.FC1C=C(CCCO)C=C(F)C=1.[F:37][C:38]1[CH:39]=[C:40]([CH:67]=[C:68]([F:70])[CH:69]=1)[CH2:41][C@H:42]1[C@@H:46]([C@H:47]2[CH2:52][O:51][CH2:50][CH2:49][N:48]2[CH:53]([C:60]2[CH:65]=[CH:64][CH:63]=[CH:62][CH:61]=2)[C:54]2[CH:59]=[CH:58][CH:57]=[CH:56][CH:55]=2)[O:45][C:44](=[O:66])[NH:43]1.[Li+].[OH-]. (5) Reactant: [CH3:1][C:2]1[O:6][C:5]([C:7]([OH:9])=[O:8])=[CH:4][CH:3]=1.[C:10](=O)([O-])[O-].[K+].[K+].CI. Product: [CH3:1][C:2]1[O:6][C:5]([C:7]([O:9][CH3:10])=[O:8])=[CH:4][CH:3]=1. The catalyst class is: 118. (6) Reactant: [C:1]([C:3]([C:9]#[N:10])=[C:4]([C:7]#[N:8])[C:5]#[N:6])#N.[CH2:11]([N:15]([CH2:24][CH2:25][CH2:26][CH3:27])[C:16]1[CH:21]=[CH:20]C=[C:18]([O:22][CH3:23])[CH:17]=1)[CH2:12][CH2:13][CH3:14]. Product: [C:5]([C:4](=[C:3]([C:1]1[CH:20]=[CH:21][C:16]([N:15]([CH2:11][CH2:12][CH2:13][CH3:14])[CH2:24][CH2:25][CH2:26][CH3:27])=[CH:17][C:18]=1[O:22][CH3:23])[C:9]#[N:10])[C:7]#[N:8])#[N:6]. The catalyst class is: 9. (7) Reactant: Cl[C:2]1[C:3]2[C:4](=[C:13]([C:16]([O:18][CH2:19][CH3:20])=[O:17])[NH:14][CH:15]=2)[N:5]=[CH:6][C:7]=1[C:8]([O:10]CC)=O.C(N(CC)CC)C.[C:28]1([NH:34][NH2:35])[CH:33]=[CH:32][CH:31]=[CH:30][CH:29]=1.[OH-].[Na+]. Product: [O:10]=[C:8]1[C:7]2[C:2]([C:3]3[C:4](=[C:13]([C:16]([O:18][CH2:19][CH3:20])=[O:17])[NH:14][CH:15]=3)[NH:5][CH:6]=2)=[N:35][N:34]1[C:28]1[CH:33]=[CH:32][CH:31]=[CH:30][CH:29]=1. The catalyst class is: 8. (8) Reactant: [CH3:1][O:2][C:3]1[CH:4]=[CH:5][CH:6]=[C:7]2[C:12]=1[N:11]=[C:10]([C:13]1[CH:18]=[CH:17][C:16]([OH:19])=[CH:15][CH:14]=1)[CH:9]=[C:8]2[C:20]1[CH:25]=[CH:24][CH:23]=[CH:22][CH:21]=1.C([O-])([O-])=O.[K+].[K+].Cl[CH2:33][C:34]([NH2:36])=[O:35]. Product: [CH3:1][O:2][C:3]1[CH:4]=[CH:5][CH:6]=[C:7]2[C:12]=1[N:11]=[C:10]([C:13]1[CH:18]=[CH:17][C:16]([O:19][CH2:33][C:34]([NH2:36])=[O:35])=[CH:15][CH:14]=1)[CH:9]=[C:8]2[C:20]1[CH:25]=[CH:24][CH:23]=[CH:22][CH:21]=1. The catalyst class is: 21.